Dataset: Catalyst prediction with 721,799 reactions and 888 catalyst types from USPTO. Task: Predict which catalyst facilitates the given reaction. Reactant: FC(F)(F)C(O)=O.[CH2:8]([N:15]1[C:19]2([CH2:24][CH2:23][N:22](C(OCCCC)=O)[CH2:21][CH2:20]2)[NH:18][CH:17]([CH2:32][CH2:33][S:34][CH3:35])[C:16]1=[O:36])[C:9]1[CH:14]=[CH:13][CH:12]=[CH:11][CH:10]=1.C([O-])(O)=O.[Na+]. Product: [CH2:8]([N:15]1[C:19]2([CH2:20][CH2:21][NH:22][CH2:23][CH2:24]2)[NH:18][CH:17]([CH2:32][CH2:33][S:34][CH3:35])[C:16]1=[O:36])[C:9]1[CH:10]=[CH:11][CH:12]=[CH:13][CH:14]=1. The catalyst class is: 2.